Dataset: Reaction yield outcomes from USPTO patents with 853,638 reactions. Task: Predict the reaction yield, written as a fraction of the theoretical maximum amount of product (1.0 means a 100% yield; for example, 0.34 means a 34% yield). (1) The reactants are Br[C:2]1[CH:23]=[CH:22][C:5]2[C:6]3[C:10]([CH2:11][CH2:12][O:13][C:4]=2[CH:3]=1)=[CH:9][N:8]([C:14]1[N:15]([CH:19]([CH3:21])[CH3:20])[N:16]=[CH:17][N:18]=1)[N:7]=3.[O:24]1[CH2:29][CH2:28][CH2:27][CH2:26][CH:25]1[O:30][CH2:31][CH2:32][N:33]1[CH:37]=[C:36](B2OC(C)(C)C(C)(C)O2)[CH:35]=[N:34]1.C(=O)([O-])[O-].[Cs+].[Cs+]. The catalyst is C1C=CC(P(C2C=CC=CC=2)[C-]2C=CC=C2)=CC=1.C1C=CC(P(C2C=CC=CC=2)[C-]2C=CC=C2)=CC=1.Cl[Pd]Cl.[Fe+2].ClCCl. The product is [CH:19]([N:15]1[C:14]([N:8]2[N:7]=[C:6]3[C:10]([CH2:11][CH2:12][O:13][C:4]4[CH:3]=[C:2]([C:36]5[CH:35]=[N:34][N:33]([CH2:32][CH2:31][O:30][CH:25]6[CH2:26][CH2:27][CH2:28][CH2:29][O:24]6)[CH:37]=5)[CH:23]=[CH:22][C:5]=43)=[CH:9]2)=[N:18][CH:17]=[N:16]1)([CH3:21])[CH3:20]. The yield is 0.640. (2) The reactants are [Cl:1][C:2]1[S:6][C:5]([S:7]([NH:10][CH:11]2[CH2:16][O:15][C:14]([CH3:18])([CH3:17])[O:13][CH2:12]2)(=[O:9])=[O:8])=[CH:4][CH:3]=1.O[CH2:20][C:21]1[CH:30]=[CH:29][C:24]([C:25]([O:27][CH3:28])=[O:26])=[CH:23][CH:22]=1. No catalyst specified. The product is [Cl:1][C:2]1[S:6][C:5]([S:7]([N:10]([CH2:20][C:21]2[CH:30]=[CH:29][C:24]([C:25]([O:27][CH3:28])=[O:26])=[CH:23][CH:22]=2)[CH:11]2[CH2:16][O:15][C:14]([CH3:18])([CH3:17])[O:13][CH2:12]2)(=[O:8])=[O:9])=[CH:4][CH:3]=1. The yield is 0.821. (3) The reactants are [CH3:1][C:2]1([N:8]2[CH2:13][CH2:12][CH:11]([N:14]3[C@H:18]4[CH2:19][CH2:20][CH2:21][CH2:22][C@@H:17]4[NH:16][C:15]3=[O:23])[CH2:10][CH2:9]2)[CH2:7][CH2:6][NH:5][CH2:4][CH2:3]1.Cl[C:25]([O:27][CH2:28][C:29]#[CH:30])=[O:26]. No catalyst specified. The product is [O:23]=[C:15]1[N:14]([CH:11]2[CH2:12][CH2:13][N:8]([C:2]3([CH3:1])[CH2:7][CH2:6][N:5]([C:25]([O:27][CH2:28][C:29]#[CH:30])=[O:26])[CH2:4][CH2:3]3)[CH2:9][CH2:10]2)[C@H:18]2[CH2:19][CH2:20][CH2:21][CH2:22][C@@H:17]2[NH:16]1. The yield is 0.0950. (4) The reactants are [CH3:1][CH:2]([CH3:34])[CH2:3][C:4]([N:6]([CH2:31][CH2:32][CH3:33])[C:7]1[S:8][CH:9]=[C:10]([C:12]2[C:13]3[CH:20]=[CH:19][N:18](S(C4C=CC(C)=CC=4)(=O)=O)[C:14]=3[N:15]=[CH:16][N:17]=2)[N:11]=1)=[O:5].[F-].C([N+](CCCC)(CCCC)CCCC)CCC. The catalyst is C1COCC1. The product is [CH3:1][CH:2]([CH3:34])[CH2:3][C:4]([N:6]([CH2:31][CH2:32][CH3:33])[C:7]1[S:8][CH:9]=[C:10]([C:12]2[C:13]3[CH:20]=[CH:19][NH:18][C:14]=3[N:15]=[CH:16][N:17]=2)[N:11]=1)=[O:5]. The yield is 0.390.